This data is from Forward reaction prediction with 1.9M reactions from USPTO patents (1976-2016). The task is: Predict the product of the given reaction. (1) Given the reactants [NH2:1][CH2:2][C@H:3]1[N:8]([C:9]([C:11]2[N:12]=[C:13]([CH3:23])[S:14][C:15]=2[C:16]2[CH:21]=[CH:20][CH:19]=[C:18]([Cl:22])[CH:17]=2)=[O:10])[CH2:7][C@H:6]2[C@@H:4]1[CH2:5]2.[C:24]1([C:34](O)=[O:35])[C:33]2[C:28](=[CH:29][CH:30]=[CH:31][CH:32]=2)[CH:27]=[CH:26][CH:25]=1, predict the reaction product. The product is: [Cl:22][C:18]1[CH:17]=[C:16]([C:15]2[S:14][C:13]([CH3:23])=[N:12][C:11]=2[C:9]([N:8]2[CH2:7][C@H:6]3[C@H:4]([CH2:5]3)[C@H:3]2[CH2:2][NH:1][C:34]([C:24]2[C:33]3[C:28](=[CH:29][CH:30]=[CH:31][CH:32]=3)[CH:27]=[CH:26][CH:25]=2)=[O:35])=[O:10])[CH:21]=[CH:20][CH:19]=1. (2) Given the reactants [Cl:1][C:2]1[CH:3]=[C:4]([CH:6]=[CH:7][C:8]=1[Cl:9])[NH2:5].Br[CH:11]([CH3:17])[C:12]([O:14][CH2:15][CH3:16])=[O:13].C([O-])(O)=O.[Na+], predict the reaction product. The product is: [CH2:15]([O:14][C:12](=[O:13])[CH:11]([NH:5][C:4]1[CH:6]=[CH:7][C:8]([Cl:9])=[C:2]([Cl:1])[CH:3]=1)[CH3:17])[CH3:16]. (3) Given the reactants [F:1][C:2]1[CH:3]=[C:4]([S:9]([C:12]2[CH:20]=[CH:19][C:18]3[N:17]([CH3:21])[C:16]4[CH2:22][CH:23]5[NH:27][CH:26]([C:15]=4[C:14]=3[C:13]=2C(OC(C)(C)C)=O)[CH2:25][CH2:24]5)(=[O:11])=[O:10])[CH:5]=[C:6]([F:8])[CH:7]=1.[ClH:35], predict the reaction product. The product is: [ClH:35].[F:8][C:6]1[CH:5]=[C:4]([S:9]([C:12]2[CH:13]=[C:14]3[C:18](=[CH:19][CH:20]=2)[N:17]([CH3:21])[C:16]2[CH2:22][CH:23]4[NH:27][CH:26]([C:15]3=2)[CH2:25][CH2:24]4)(=[O:11])=[O:10])[CH:3]=[C:2]([F:1])[CH:7]=1.